From a dataset of Reaction yield outcomes from USPTO patents with 853,638 reactions. Predict the reaction yield, written as a fraction of the theoretical maximum amount of product (1.0 means a 100% yield; for example, 0.34 means a 34% yield). The reactants are [CH3:1][O:2][C:3](=[O:22])[C:4]1[CH:9]=[C:8]([O:10]COC)[C:7]([CH2:14][C:15]([CH3:17])=[CH2:16])=[C:6]([O:18]COC)[CH:5]=1.Cl. The catalyst is CO. The product is [CH3:1][O:2][C:3]([C:4]1[CH:9]=[C:8]([OH:10])[C:7]2[CH2:14][C:15]([CH3:17])([CH3:16])[O:18][C:6]=2[CH:5]=1)=[O:22]. The yield is 0.540.